From a dataset of Full USPTO retrosynthesis dataset with 1.9M reactions from patents (1976-2016). Predict the reactants needed to synthesize the given product. (1) Given the product [C:11]([O:10][C:8]([N:4]1[CH2:5][CH2:6][CH:2]([OH:1])[CH2:3]1)=[O:9])([CH3:14])([CH3:13])[CH3:12], predict the reactants needed to synthesize it. The reactants are: [OH:1][CH:2]1[CH2:6][CH2:5][NH:4][CH2:3]1.O.[C:8](O[C:8]([O:10][C:11]([CH3:14])([CH3:13])[CH3:12])=[O:9])([O:10][C:11]([CH3:14])([CH3:13])[CH3:12])=[O:9].CCN(C(C)C)C(C)C. (2) Given the product [CH:18]1([CH2:21][C:22](=[O:33])[CH2:23][C:24]2[CH:29]=[CH:28][N:27]=[C:26]([NH:1][C:2]3[CH:7]=[CH:6][N:5]=[CH:4][CH:3]=3)[N:25]=2)[CH2:19][CH2:20]1, predict the reactants needed to synthesize it. The reactants are: [NH2:1][C:2]1[CH:7]=[CH:6][N:5]=[CH:4][CH:3]=1.[Li+].C[Si]([N-][Si](C)(C)C)(C)C.[CH:18]1([CH2:21][C:22](=[O:33])[CH2:23][C:24]2[CH:29]=[CH:28][N:27]=[C:26](S(C)=O)[N:25]=2)[CH2:20][CH2:19]1. (3) Given the product [CH3:1][O:2][C:3]([C:5]1[CH:14]=[C:13]([OH:15])[C:12]2[C:7](=[C:8]([OH:18])[CH:9]=[CH:10][C:11]=2[CH2:16][OH:17])[N:6]=1)=[O:4], predict the reactants needed to synthesize it. The reactants are: [CH3:1][O:2][C:3]([C:5]1[CH:14]=[C:13]([OH:15])[C:12]2[C:7](=[C:8]([O:18]CC3C=CC=CC=3)[CH:9]=[CH:10][C:11]=2[CH2:16][OH:17])[N:6]=1)=[O:4].C(OCC)(=O)C.CO. (4) Given the product [CH3:12][C:13]1([CH3:21])[O:18][CH2:17][CH:16]([CH2:19][O:20][C:2]2[C:7]([CH3:8])=[CH:6][N+:5]([O-:9])=[C:4]([CH3:10])[C:3]=2[CH3:11])[CH2:15][O:14]1, predict the reactants needed to synthesize it. The reactants are: Cl[C:2]1[C:7]([CH3:8])=[CH:6][N+:5]([O-:9])=[C:4]([CH3:10])[C:3]=1[CH3:11].[CH3:12][C:13]1([CH3:21])[O:18][CH2:17][CH:16]([CH2:19][OH:20])[CH2:15][O:14]1. (5) Given the product [CH3:1][O:2][C:3](=[O:10])[CH2:4][CH:5]([NH:17][C:12]1[CH:13]=[CH:14][CH:15]=[CH:16][C:11]=1[NH2:18])[CH2:6][O:7][CH3:8], predict the reactants needed to synthesize it. The reactants are: [CH3:1][O:2][C:3](=[O:10])[CH2:4][C:5](=O)[CH2:6][O:7][CH3:8].[C:11]1([NH2:18])[C:12]([NH2:17])=[CH:13][CH:14]=[CH:15][CH:16]=1.CC(O)=O.C([O-])(O)=O.[Na+]. (6) Given the product [S:24]1[C:3]2[CH2:4][CH2:5][CH2:6][C:2]=2[N:25]=[C:23]1[NH:22][C:12]1[CH:13]=[CH:14][C:15]([N:16]2[CH:20]=[C:19]([CH3:21])[N:18]=[CH:17]2)=[C:10]([O:9][CH3:8])[CH:11]=1, predict the reactants needed to synthesize it. The reactants are: Cl[CH:2]1[CH2:6][CH2:5][CH2:4][C:3]1=O.[CH3:8][O:9][C:10]1[CH:11]=[C:12]([NH:22][C:23]([NH2:25])=[S:24])[CH:13]=[CH:14][C:15]=1[N:16]1[CH:20]=[C:19]([CH3:21])[N:18]=[CH:17]1. (7) Given the product [NH2:14][C:11]1[CH:10]=[CH:9][C:8]([CH:5]2[CH2:6][CH2:7][N:2]([C:22]([O:24][C:25]([CH3:28])([CH3:27])[CH3:26])=[O:23])[CH2:3][CH2:4]2)=[CH:13][CH:12]=1, predict the reactants needed to synthesize it. The reactants are: Cl.[NH:2]1[CH2:7][CH2:6][CH:5]([C:8]2[CH:13]=[CH:12][C:11]([NH2:14])=[CH:10][CH:9]=2)[CH2:4][CH2:3]1.C(N(CC)CC)C.[C:22](O[C:22]([O:24][C:25]([CH3:28])([CH3:27])[CH3:26])=[O:23])([O:24][C:25]([CH3:28])([CH3:27])[CH3:26])=[O:23]. (8) Given the product [Br:1][C:2]1[CH:3]=[C:4]([S:8]([C:11]([CH:27]2[CH2:39][C:30]3[NH:31][C:32]4[CH:33]=[CH:34][C:35]([Cl:38])=[CH:36][C:37]=4[C:29]=3[CH2:28]2)([F:26])[C:12]2[O:16][C:15]([C:17]3[CH:18]=[CH:19][C:20]([C:21]([NH2:43])=[O:23])=[CH:24][CH:25]=3)=[N:14][N:13]=2)(=[O:10])=[O:9])[CH:5]=[CH:6][CH:7]=1, predict the reactants needed to synthesize it. The reactants are: [Br:1][C:2]1[CH:3]=[C:4]([S:8]([C:11]([CH:27]2[CH2:39][C:30]3[NH:31][C:32]4[CH:33]=[CH:34][C:35]([Cl:38])=[CH:36][C:37]=4[C:29]=3[CH2:28]2)([F:26])[C:12]2[O:16][C:15]([C:17]3[CH:25]=[CH:24][C:20]([C:21]([OH:23])=O)=[CH:19][CH:18]=3)=[N:14][N:13]=2)(=[O:10])=[O:9])[CH:5]=[CH:6][CH:7]=1.[NH4+].[Cl-].C[N:43]1CCOCC1.ON1C2C=CC=CC=2N=N1.CCN=C=NCCCN(C)C.Cl. (9) Given the product [C:1]([NH:14][C@H:15]([C:21]([OH:23])=[O:22])[CH2:16][CH2:17][C:18]([OH:20])=[O:19])(=[O:13])[CH2:2][CH2:3][CH2:4][CH2:5][CH2:6][CH2:7][CH2:8][CH2:9][CH2:10][CH2:11][CH3:12].[C:24]([O-:27])(=[O:26])[CH3:25].[Zn+2:28].[C:29]([O-:32])(=[O:31])[CH3:30].[Zn:28], predict the reactants needed to synthesize it. The reactants are: [C:1]([NH:14][C@H:15]([C:21]([OH:23])=[O:22])[CH2:16][CH2:17][C:18]([OH:20])=[O:19])(=[O:13])[CH2:2][CH2:3][CH2:4][CH2:5][CH2:6][CH2:7][CH2:8][CH2:9][CH2:10][CH2:11][CH3:12].[C:24]([O-:27])(=[O:26])[CH3:25].[Zn+2:28].[C:29]([O-:32])(=[O:31])[CH3:30].